Dataset: Forward reaction prediction with 1.9M reactions from USPTO patents (1976-2016). Task: Predict the product of the given reaction. (1) Given the reactants C[O:2][C:3](=[O:32])[CH2:4][CH2:5][C:6]1[CH:11]=[CH:10][C:9]([O:12][C:13]2[CH:18]=[CH:17][CH:16]=[C:15]([O:19][C:20]3[CH:25]=[CH:24][C:23]([C:26]([F:29])([F:28])[F:27])=[CH:22][C:21]=3Br)[CH:14]=2)=[CH:8][C:7]=1[CH3:31].[C:33]1(C)[C:38]([OH:39])=[CH:37][CH:36]=[CH:35][CH:34]=1, predict the reaction product. The product is: [CH3:31][C:7]1[CH:8]=[C:9]([O:12][C:13]2[CH:18]=[CH:17][CH:16]=[C:15]([O:19][C:20]3[CH:25]=[CH:24][C:23]([C:26]([F:28])([F:29])[F:27])=[CH:22][C:21]=3[O:39][C:38]3[CH:33]=[CH:34][CH:35]=[CH:36][CH:37]=3)[CH:14]=2)[CH:10]=[CH:11][C:6]=1[CH2:5][CH2:4][C:3]([OH:2])=[O:32]. (2) Given the reactants [Cl:1][C:2]1[CH:29]=[CH:28][C:5]([CH2:6][NH:7][C:8]([C:10]2[C:11](=[O:27])[C:12]3[C:13]4[N:14]([CH:26]=2)[CH2:15][C:16](=[O:25])[N:17]([CH3:24])[C:18]=4[CH:19]=[C:20]([CH2:22]Cl)[CH:21]=3)=[O:9])=[CH:4][CH:3]=1.[CH3:30][NH:31][CH2:32][CH:33]([OH:41])[CH2:34][C:35]1[CH:40]=[CH:39][CH:38]=[CH:37][CH:36]=1.CN(C=O)C.C(N(C(C)C)CC)(C)C, predict the reaction product. The product is: [Cl:1][C:2]1[CH:29]=[CH:28][C:5]([CH2:6][NH:7][C:8]([C:10]2[C:11](=[O:27])[C:12]3[C:13]4[N:14]([CH:26]=2)[CH2:15][C:16](=[O:25])[N:17]([CH3:24])[C:18]=4[CH:19]=[C:20]([CH2:22][N:31]([CH2:32][CH:33]([OH:41])[CH2:34][C:35]2[CH:40]=[CH:39][CH:38]=[CH:37][CH:36]=2)[CH3:30])[CH:21]=3)=[O:9])=[CH:4][CH:3]=1. (3) Given the reactants [OH-].[Na+].[F:3][C:4]1[C:9]([F:10])=[CH:8][CH:7]=[CH:6][C:5]=1[OH:11].Br[CH2:13][CH3:14], predict the reaction product. The product is: [CH2:13]([O:11][C:5]1[CH:6]=[CH:7][CH:8]=[C:9]([F:10])[C:4]=1[F:3])[CH3:14]. (4) The product is: [F:1][C:2]1[CH:7]=[C:6]([O:8][CH3:9])[CH:5]=[CH:4][C:3]=1[C:10](=[O:15])[C:11](=[O:13])[CH3:12]. Given the reactants [F:1][C:2]1[CH:7]=[C:6]([O:8][CH3:9])[CH:5]=[CH:4][C:3]=1[CH2:10][C:11](=[O:13])[CH3:12].[Cr](Cl)([O-])(=O)=[O:15].[NH+]1C=CC=CC=1.N1C=CC=CC=1, predict the reaction product.